Regression. Given a peptide amino acid sequence and an MHC pseudo amino acid sequence, predict their binding affinity value. This is MHC class I binding data. From a dataset of Peptide-MHC class I binding affinity with 185,985 pairs from IEDB/IMGT. (1) The peptide sequence is RQLQREGLV. The MHC is HLA-A02:16 with pseudo-sequence HLA-A02:16. The binding affinity (normalized) is 0.376. (2) The peptide sequence is SLVTSFLLM. The MHC is HLA-A02:01 with pseudo-sequence HLA-A02:01. The binding affinity (normalized) is 0.482. (3) The MHC is HLA-B15:03 with pseudo-sequence HLA-B15:03. The peptide sequence is HLYNILNNI. The binding affinity (normalized) is 0.330. (4) The peptide sequence is HCALLDCIMY. The MHC is HLA-A26:01 with pseudo-sequence HLA-A26:01. The binding affinity (normalized) is 0.